Dataset: Full USPTO retrosynthesis dataset with 1.9M reactions from patents (1976-2016). Task: Predict the reactants needed to synthesize the given product. Given the product [N+:1]([C:4]1[CH:5]=[C:6]([C:7]([N:27]2[CH2:32][CH2:31][O:30][CH2:29][CH2:28]2)=[O:9])[CH:10]=[CH:11][C:12]=1[N+:13]([O-:15])=[O:14])([O-:3])=[O:2], predict the reactants needed to synthesize it. The reactants are: [N+:1]([C:4]1[CH:5]=[C:6]([CH:10]=[CH:11][C:12]=1[N+:13]([O-:15])=[O:14])[C:7]([OH:9])=O)([O-:3])=[O:2].S(Cl)(Cl)=O.C(N(CC)CC)C.[NH:27]1[CH2:32][CH2:31][O:30][CH2:29][CH2:28]1.